This data is from Peptide-MHC class II binding affinity with 134,281 pairs from IEDB. The task is: Regression. Given a peptide amino acid sequence and an MHC pseudo amino acid sequence, predict their binding affinity value. This is MHC class II binding data. (1) The peptide sequence is AAASVPAADKFKTFE. The MHC is HLA-DQA10102-DQB10602 with pseudo-sequence HLA-DQA10102-DQB10602. The binding affinity (normalized) is 0.490. (2) The peptide sequence is AGYTPAAPAGAEPAGKATTE. The MHC is DRB1_0101 with pseudo-sequence DRB1_0101. The binding affinity (normalized) is 0.712. (3) The peptide sequence is KFDALSGSQEVEFIG. The MHC is DRB1_1101 with pseudo-sequence DRB1_1101. The binding affinity (normalized) is 0. (4) The peptide sequence is LKKLVFGYRKPLDNI. The MHC is DRB3_0101 with pseudo-sequence DRB3_0101. The binding affinity (normalized) is 0.157. (5) The peptide sequence is RELQIVDKIDAAFKI. The MHC is DRB1_0701 with pseudo-sequence DRB1_0701. The binding affinity (normalized) is 0.682. (6) The peptide sequence is MDKFLANVSTVLTGK. The MHC is DRB1_0405 with pseudo-sequence DRB1_0405. The binding affinity (normalized) is 0.531. (7) The peptide sequence is GELQIVDKIDAAFTI. The MHC is DRB1_0404 with pseudo-sequence DRB1_0404. The binding affinity (normalized) is 0.563.